From a dataset of Reaction yield outcomes from USPTO patents with 853,638 reactions. Predict the reaction yield, written as a fraction of the theoretical maximum amount of product (1.0 means a 100% yield; for example, 0.34 means a 34% yield). (1) The reactants are [NH2:1][C@@H:2]([C:6]([SH:9])([CH3:8])[CH3:7])[C:3]([OH:5])=[O:4].[OH-].[Na+].[C:12]([O:16][C:17](O[C:17]([O:16][C:12]([CH3:15])([CH3:14])[CH3:13])=[O:18])=[O:18])([CH3:15])([CH3:14])[CH3:13]. The catalyst is O1CCOCC1.O. The product is [C:12]([O:16][C:17]([NH:1][C@@H:2]([C:6]([SH:9])([CH3:8])[CH3:7])[C:3]([OH:5])=[O:4])=[O:18])([CH3:15])([CH3:14])[CH3:13]. The yield is 0.880. (2) The reactants are [CH:1]1([Mg]Br)[CH2:3][CH2:2]1.Br[C:7]1[CH:12]=[CH:11][C:10]([CH2:13][C:14]#[N:15])=[CH:9][CH:8]=1. The catalyst is C1COCC1.[Cl-].[Zn+2].[Cl-]. The product is [CH:1]1([C:7]2[CH:12]=[CH:11][C:10]([CH2:13][C:14]#[N:15])=[CH:9][CH:8]=2)[CH2:3][CH2:2]1. The yield is 0.660. (3) The reactants are [CH2:1]([OH:6])[CH2:2][CH2:3][CH2:4][OH:5].C(N(C(C)C)CC)(C)C.[C:16]([Si:20](Cl)([C:27]1[CH:32]=[CH:31][CH:30]=[CH:29][CH:28]=1)[C:21]1[CH:26]=[CH:25][CH:24]=[CH:23][CH:22]=1)([CH3:19])([CH3:18])[CH3:17].N#N. The catalyst is ClCCl. The product is [C:16]([Si:20]([C:27]1[CH:32]=[CH:31][CH:30]=[CH:29][CH:28]=1)([C:21]1[CH:22]=[CH:23][CH:24]=[CH:25][CH:26]=1)[O:5][CH2:4][CH2:3][CH2:2][CH2:1][OH:6])([CH3:19])([CH3:17])[CH3:18]. The yield is 0.850. (4) The reactants are [CH:1]([NH:4][C:5]1[CH:10]=[CH:9][CH:8]=[CH:7][C:6]=1[CH2:11][OH:12])([CH3:3])[CH3:2]. The catalyst is C1(C)C=CC=CC=1.[O-2].[O-2].[Mn+4]. The product is [CH:1]([NH:4][C:5]1[CH:10]=[CH:9][CH:8]=[CH:7][C:6]=1[CH:11]=[O:12])([CH3:3])[CH3:2]. The yield is 0.900. (5) The reactants are C(=O)([O-])[O-].[K+].[K+].[I-:7].[F:8][C:9]1[CH:18]=[CH:17][C:16]([O:19][CH2:20][CH2:21][CH3:22])=[C:15]2[C:10]=1[C:11](=[O:27])[CH:12]=[C:13]([C:23]([F:26])([F:25])[F:24])[NH:14]2.S([O-])([O-])=O.[Na+].[Na+]. The catalyst is C(OCC)(=O)C.CN(C=O)C. The product is [F:8][C:9]1[CH:18]=[CH:17][C:16]([O:19][CH2:20][CH2:21][CH3:22])=[C:15]2[C:10]=1[C:11](=[O:27])[C:12]([I:7])=[C:13]([C:23]([F:25])([F:26])[F:24])[NH:14]2. The yield is 0.550. (6) The reactants are [CH3:1][C:2](OC(C)=O)=[O:3].[NH:8]1[CH2:11][CH:10]([NH:12][C:13]([NH:15][C:16]2[CH:21]=[CH:20][C:19]([O:22][C:23]3[CH:28]=[CH:27][N:26]=[C:25]4[CH:29]=[C:30]([C:32]5[CH:37]=[CH:36][C:35]([CH2:38][NH:39][CH2:40][CH2:41][O:42][CH3:43])=[CH:34][N:33]=5)[S:31][C:24]=34)=[C:18]([F:44])[CH:17]=2)=[O:14])[CH2:9]1.CCN(CC)CC.C1C[O:55][CH2:54][CH2:53]1. No catalyst specified. The product is [C:2]([N:8]1[CH2:9][CH:10]([NH:12][C:13](=[O:14])[NH:15][C:16]2[CH:21]=[CH:20][C:19]([O:22][C:23]3[CH:28]=[CH:27][N:26]=[C:25]4[CH:29]=[C:30]([C:32]5[N:33]=[CH:34][C:35]([CH2:38][N:39]([CH2:40][CH2:41][O:42][CH3:43])[C:54](=[O:55])[CH3:53])=[CH:36][CH:37]=5)[S:31][C:24]=34)=[C:18]([F:44])[CH:17]=2)[CH2:11]1)(=[O:3])[CH3:1]. The yield is 0.550. (7) The reactants are Br[CH:2]([C:13]1[CH:14]=[CH:15][C:16]2[N:17]([C:19]([CH:22]([CH3:24])[CH3:23])=[N:20][N:21]=2)[N:18]=1)[C:3]([C:5]1[CH:10]=[CH:9][C:8]([F:11])=[CH:7][C:6]=1[F:12])=O.[NH2:25][C:26]([NH2:28])=[O:27]. The catalyst is CN(C=O)C. The product is [F:12][C:6]1[CH:7]=[C:8]([F:11])[CH:9]=[CH:10][C:5]=1[C:3]1[N:25]=[C:26]([NH2:28])[O:27][C:2]=1[C:13]1[CH:14]=[CH:15][C:16]2[N:17]([C:19]([CH:22]([CH3:24])[CH3:23])=[N:20][N:21]=2)[N:18]=1. The yield is 0.0400. (8) The reactants are [N+:1]([C:4]1[CH:5]=[C:6]([CH:12]=[CH:13][CH:14]=1)[O:7][CH2:8][C:9]([OH:11])=O)([O-:3])=[O:2].[Ar].O=S(Cl)Cl.[C:20]([N:27]1[CH2:32][CH2:31][NH:30][CH2:29][CH2:28]1)([O:22][C:23]([CH3:26])([CH3:25])[CH3:24])=[O:21].C(=O)([O-])[O-].[Na+].[Na+]. The product is [C:23]([O:22][C:20]([N:27]1[CH2:32][CH2:31][N:30]([C:9](=[O:11])[CH2:8][O:7][C:6]2[CH:12]=[CH:13][CH:14]=[C:4]([N+:1]([O-:3])=[O:2])[CH:5]=2)[CH2:29][CH2:28]1)=[O:21])([CH3:26])([CH3:24])[CH3:25]. The yield is 1.00. The catalyst is CC(N(C)C)=O.